This data is from Full USPTO retrosynthesis dataset with 1.9M reactions from patents (1976-2016). The task is: Predict the reactants needed to synthesize the given product. Given the product [CH3:1][O:2][C:3]([C:5]1[S:6][C:7]([S:21][CH3:22])=[C:8]([S:10]([C:13]2[CH:14]=[N:15][CH:16]=[C:17]([Br:19])[CH:18]=2)(=[O:11])=[O:12])[CH:9]=1)=[O:4], predict the reactants needed to synthesize it. The reactants are: [CH3:1][O:2][C:3]([C:5]1[S:6][C:7]([S:21][CH3:22])=[C:8]([S:10]([C:13]2[CH:14]=[N:15][C:16](Cl)=[C:17]([Br:19])[CH:18]=2)(=[O:12])=[O:11])[CH:9]=1)=[O:4].